From a dataset of CYP3A4 inhibition data for predicting drug metabolism from PubChem BioAssay. Regression/Classification. Given a drug SMILES string, predict its absorption, distribution, metabolism, or excretion properties. Task type varies by dataset: regression for continuous measurements (e.g., permeability, clearance, half-life) or binary classification for categorical outcomes (e.g., BBB penetration, CYP inhibition). Dataset: cyp3a4_veith. (1) The molecule is CCOC(=O)c1sc2nc3c(cc2c1N)COC(C)(CC)C3. The result is 0 (non-inhibitor). (2) The compound is COc1ccc(NC(=O)N2CC3(CCN(C(C)=O)CC3)C2)cc1. The result is 0 (non-inhibitor). (3) The compound is Cc1ccc(C(=O)NNC(=O)C2CCCN(c3ncccn3)C2)cc1. The result is 0 (non-inhibitor). (4) The molecule is Nc1nc(N)c2[nH]c(CNc3ccc(C(=O)O)cc3)nc2n1. The result is 0 (non-inhibitor).